The task is: Predict the product of the given reaction.. This data is from Forward reaction prediction with 1.9M reactions from USPTO patents (1976-2016). (1) The product is: [S:26]1[C:30](=[CH:1][C:3]2[C:12]3[C:7](=[CH:8][CH:9]=[CH:10][CH:11]=3)[C:6]([O:13][CH2:14][CH2:15][CH2:16][CH2:17][CH2:18][CH:19]([C:20]([OH:22])=[O:21])[C:23]([OH:25])=[O:24])=[CH:5][CH:4]=2)[C:29](=[O:31])[NH:28][C:27]1=[O:32]. Given the reactants [CH:1]([C:3]1[C:12]2[C:7](=[CH:8][CH:9]=[CH:10][CH:11]=2)[C:6]([O:13][CH2:14][CH2:15][CH2:16][CH2:17][CH2:18][CH:19]([C:23]([OH:25])=[O:24])[C:20]([OH:22])=[O:21])=[CH:5][CH:4]=1)=O.[S:26]1[CH2:30][C:29](=[O:31])[NH:28][C:27]1=[O:32].N1CCCCC1, predict the reaction product. (2) Given the reactants [Br:1][C:2]1[CH:3]=[C:4]2[C:9](=[CH:10][CH:11]=1)[C:8](O)=[N:7][N:6]=[CH:5]2.P(Cl)(Cl)([Cl:15])=O, predict the reaction product. The product is: [Br:1][C:2]1[CH:3]=[C:4]2[C:9](=[CH:10][CH:11]=1)[C:8]([Cl:15])=[N:7][N:6]=[CH:5]2. (3) Given the reactants Br[C:2]1[CH:7]=[C:6]([CH3:8])[C:5]([NH2:9])=[C:4]([CH3:10])[CH:3]=1.[B:11]1([B:11]2[O:15][C:14]([CH3:17])([CH3:16])[C:13]([CH3:19])([CH3:18])[O:12]2)[O:15][C:14]([CH3:17])([CH3:16])[C:13]([CH3:19])([CH3:18])[O:12]1.C([O-])(=O)C.[K+], predict the reaction product. The product is: [CH3:8][C:6]1[CH:7]=[C:2]([B:11]2[O:15][C:14]([CH3:17])([CH3:16])[C:13]([CH3:19])([CH3:18])[O:12]2)[CH:3]=[C:4]([CH3:10])[C:5]=1[NH2:9]. (4) Given the reactants [NH:1]1[CH2:6][CH2:5][O:4][CH2:3][CH2:2]1.Br[C:8]1[S:12][C:11]([N:13]2[CH2:18][CH2:17][CH2:16][CH2:15][CH2:14]2)=[N:10][C:9]=1[C:19]1[CH:39]=[CH:38][C:22]([O:23][CH2:24][CH2:25][CH2:26][CH2:27][CH2:28][O:29][C:30]2[CH:37]=[CH:36][C:33]([C:34]#[N:35])=[CH:32][CH:31]=2)=[CH:21][CH:20]=1, predict the reaction product. The product is: [N:1]1([C:8]2[S:12][C:11]([N:13]3[CH2:14][CH2:15][CH2:16][CH2:17][CH2:18]3)=[N:10][C:9]=2[C:19]2[CH:20]=[CH:21][C:22]([O:23][CH2:24][CH2:25][CH2:26][CH2:27][CH2:28][O:29][C:30]3[CH:31]=[CH:32][C:33]([C:34]#[N:35])=[CH:36][CH:37]=3)=[CH:38][CH:39]=2)[CH2:6][CH2:5][O:4][CH2:3][CH2:2]1.